The task is: Predict the reactants needed to synthesize the given product.. This data is from Full USPTO retrosynthesis dataset with 1.9M reactions from patents (1976-2016). (1) Given the product [CH2:1]([N:8]1[CH2:12][C@H:11]([C:13]2[CH:14]=[CH:15][C:16]([Cl:19])=[CH:17][CH:18]=2)[C@@H:10]([C@H:20]([OH:22])[CH3:21])[CH2:9]1)[C:2]1[CH:3]=[CH:4][CH:5]=[CH:6][CH:7]=1, predict the reactants needed to synthesize it. The reactants are: [CH2:1]([N:8]1[CH2:12][C@H:11]([C:13]2[CH:18]=[CH:17][C:16]([Cl:19])=[CH:15][CH:14]=2)[C@@H:10]([C:20](=[O:22])[CH3:21])[CH2:9]1)[C:2]1[CH:7]=[CH:6][CH:5]=[CH:4][CH:3]=1.[H-].[H-].[H-].[H-].[Li+].[Al+3]. (2) The reactants are: [Br:1][C:2]1[C:10]2[C:5](=[N:6][CH:7]=[CH:8][CH:9]=2)[S:4][CH:3]=1.O1CCC[CH2:12]1.C(NC(C)C)(C)C.[Li].CI. Given the product [Br:1][C:2]1[C:10]2[C:5](=[N:6][CH:7]=[CH:8][CH:9]=2)[S:4][C:3]=1[CH3:12], predict the reactants needed to synthesize it. (3) The reactants are: [NH2:1][C:2]([NH2:4])=[O:3].[NH2:5][C:6]([NH2:8])=[O:7].C=O. Given the product [CH2:2]=[O:3].[NH2:5][C:6]([NH2:8])=[O:7].[NH2:1][C:2]([NH2:4])=[O:3], predict the reactants needed to synthesize it. (4) Given the product [CH3:31][N:28]([CH3:29])[CH2:27][CH2:26][CH2:25][N:2]([CH3:1])[C:3]([N:5]1[CH:9]([C:10]2[CH:11]=[CH:12][CH:13]=[CH:14][CH:15]=2)[CH:8]2[CH2:16][O:17][C:18]3[CH:19]=[CH:20][C:21]([F:24])=[CH:22][C:23]=3[C:7]2=[N:6]1)=[O:4], predict the reactants needed to synthesize it. The reactants are: [CH3:1][N:2]([CH:25]1C[CH2:29][N:28]([CH3:31])[CH2:27][CH2:26]1)[C:3]([N:5]1[CH:9]([C:10]2[CH:15]=[CH:14][CH:13]=[CH:12][CH:11]=2)[CH:8]2[CH2:16][O:17][C:18]3[CH:19]=[CH:20][C:21]([F:24])=[CH:22][C:23]=3[C:7]2=[N:6]1)=[O:4].CN(C)CCCNC. (5) Given the product [C:25]([O:24][C:22](=[O:23])[NH:19][C:10]1[C@:11]([CH3:18])([C:14]([F:15])([F:17])[F:16])[O:12][CH2:13][C@:8]([C:6]2[C:5]([F:21])=[CH:4][CH:3]=[C:2]([Br:1])[N:7]=2)([CH3:20])[N:9]=1)([CH3:28])([CH3:27])[CH3:26], predict the reactants needed to synthesize it. The reactants are: [Br:1][C:2]1[N:7]=[C:6]([C@:8]2([CH3:20])[CH2:13][O:12][C@@:11]([CH3:18])([C:14]([F:17])([F:16])[F:15])[C:10]([NH2:19])=[N:9]2)[C:5]([F:21])=[CH:4][CH:3]=1.[C:22](O[C:22]([O:24][C:25]([CH3:28])([CH3:27])[CH3:26])=[O:23])([O:24][C:25]([CH3:28])([CH3:27])[CH3:26])=[O:23].CCN(C(C)C)C(C)C. (6) Given the product [Cl:1][C:2]1[CH:7]=[C:6]([Cl:8])[CH:5]=[C:4]([Cl:9])[C:3]=1[S:10]([NH:15][CH2:16][CH2:17][CH2:18][CH2:19][C:20]([OH:22])=[O:21])(=[O:12])=[O:11], predict the reactants needed to synthesize it. The reactants are: [Cl:1][C:2]1[CH:7]=[C:6]([Cl:8])[CH:5]=[C:4]([Cl:9])[C:3]=1[S:10](Cl)(=[O:12])=[O:11].Cl.[NH2:15][CH2:16][CH2:17][CH2:18][CH2:19][C:20]([OH:22])=[O:21]. (7) Given the product [Cl:1][C:2]1[N:3]=[C:4]([NH:18][CH2:19][CH2:20][N:21]([CH3:22])[CH2:24][CH2:25][O:26][C:27]2[CH:34]=[C:33]([N+:35]([O-:37])=[O:36])[CH:32]=[CH:31][C:28]=2[C:29]#[N:30])[C:5]2[CH2:10][CH2:9][CH:8]([C:11]3[CH:16]=[CH:15][C:14]([F:17])=[CH:13][CH:12]=3)[C:6]=2[N:7]=1, predict the reactants needed to synthesize it. The reactants are: [Cl:1][C:2]1[N:3]=[C:4]([NH:18][CH2:19][CH2:20][NH:21][CH3:22])[C:5]2[CH2:10][CH2:9][CH:8]([C:11]3[CH:16]=[CH:15][C:14]([F:17])=[CH:13][CH:12]=3)[C:6]=2[N:7]=1.Br[CH2:24][CH2:25][O:26][C:27]1[CH:34]=[C:33]([N+:35]([O-:37])=[O:36])[CH:32]=[CH:31][C:28]=1[C:29]#[N:30]. (8) Given the product [Cl:13][C:3]1[C:4]2[O:8][C:7]([F:10])([F:9])[O:6][C:5]=2[CH:11]=[CH:12][C:2]=1[B:18]1[O:22][C:21]([CH3:24])([CH3:23])[C:20]([CH3:26])([CH3:25])[O:19]1, predict the reactants needed to synthesize it. The reactants are: Br[C:2]1[CH:12]=[CH:11][C:5]2[O:6][C:7]([F:10])([F:9])[O:8][C:4]=2[C:3]=1[Cl:13].C(O[B:18]1[O:22][C:21]([CH3:24])([CH3:23])[C:20]([CH3:26])([CH3:25])[O:19]1)(C)C.